Dataset: Catalyst prediction with 721,799 reactions and 888 catalyst types from USPTO. Task: Predict which catalyst facilitates the given reaction. (1) Reactant: Cl[C:2]1[CH:7]=[CH:6][N:5]=[C:4]([NH2:8])[C:3]=1[I:9].[CH:10]1[C:15]([N+:16]([O-:18])=[O:17])=[CH:14][CH:13]=[C:12]([OH:19])[CH:11]=1.C(N(C(C)C)CC)(C)C.CN1CCCC1=O. Product: [I:9][C:3]1[C:4]([NH2:8])=[N:5][CH:6]=[CH:7][C:2]=1[O:19][C:12]1[CH:11]=[CH:10][C:15]([N+:16]([O-:18])=[O:17])=[CH:14][CH:13]=1. The catalyst class is: 6. (2) Reactant: C([O:3][C:4](=[O:34])[CH2:5][C:6]1[N:14]2[C:9]([CH:10]=[C:11]([C:15]#[N:16])[CH:12]=[CH:13]2)=[C:8]([S:17][C:18]2[CH:23]=[CH:22][C:21]([S:24]([N:27]3[CH2:32][CH2:31][O:30][CH2:29][CH2:28]3)(=[O:26])=[O:25])=[CH:20][CH:19]=2)[C:7]=1[CH3:33])C.CO.O.[OH-].[Na+]. Product: [C:15]([C:11]1[CH:12]=[CH:13][N:14]2[C:9]([CH:10]=1)=[C:8]([S:17][C:18]1[CH:19]=[CH:20][C:21]([S:24]([N:27]3[CH2:28][CH2:29][O:30][CH2:31][CH2:32]3)(=[O:25])=[O:26])=[CH:22][CH:23]=1)[C:7]([CH3:33])=[C:6]2[CH2:5][C:4]([OH:34])=[O:3])#[N:16]. The catalyst class is: 15. (3) Reactant: [C:1]1([S:7]([C:10]2[CH:11]=[C:12]3[CH:18]=[CH:17][S:16][C:13]3=[CH:14][N:15]=2)(=[O:9])=[O:8])[CH:6]=[CH:5][CH:4]=[CH:3][CH:2]=1.[Br:19]N1C(=O)CCC1=O.C(#N)C.C(OCC)(=O)C. Product: [Br:19][C:17]1[S:16][C:13]2=[CH:14][N:15]=[C:10]([S:7]([C:1]3[CH:2]=[CH:3][CH:4]=[CH:5][CH:6]=3)(=[O:9])=[O:8])[CH:11]=[C:12]2[CH:18]=1. The catalyst class is: 6. (4) Reactant: [CH3:1][C:2]1[C:7]2[NH:8][C:9]3[C:14]([C:6]=2[CH:5]=[CH:4][N:3]=1)=[CH:13][CH:12]=[CH:11][CH:10]=3.C([O-])(=O)C.[Na+].[Br:20]Br.[OH-].[Na+]. Product: [Br:20][C:12]1[CH:13]=[C:14]2[C:9](=[CH:10][CH:11]=1)[NH:8][C:7]1[C:2]([CH3:1])=[N:3][CH:4]=[CH:5][C:6]2=1. The catalyst class is: 15. (5) Reactant: [Cl:1][C:2]1[CH:3]=[N:4][CH:5]=[C:6]([Cl:18])[C:7]=1[C:8]1[C:12]([CH2:13][OH:14])=[C:11]([CH:15]([CH3:17])[CH3:16])[O:10][N:9]=1.C1(P(C2C=CC=CC=2)C2C=CC=CC=2)C=CC=CC=1.O[C:39]1[CH:47]=[C:46]2[C:42]([CH:43]=[CH:44][N:45]2[CH2:48][C:49]2[CH:50]=[C:51]([CH:56]=[CH:57][CH:58]=2)[C:52]([O:54][CH3:55])=[O:53])=[CH:41][CH:40]=1.N(C(OC(C)C)=O)=NC(OC(C)C)=O. Product: [Cl:1][C:2]1[CH:3]=[N:4][CH:5]=[C:6]([Cl:18])[C:7]=1[C:8]1[C:12]([CH2:13][O:14][C:39]2[CH:47]=[C:46]3[C:42]([CH:43]=[CH:44][N:45]3[CH2:48][C:49]3[CH:50]=[C:51]([CH:56]=[CH:57][CH:58]=3)[C:52]([O:54][CH3:55])=[O:53])=[CH:41][CH:40]=2)=[C:11]([CH:15]([CH3:16])[CH3:17])[O:10][N:9]=1. The catalyst class is: 11.